The task is: Predict the product of the given reaction.. This data is from Forward reaction prediction with 1.9M reactions from USPTO patents (1976-2016). (1) Given the reactants C([Si](Cl)(Cl)Cl)CC.[C:8]1(C)C=[CH:12][CH:11]=[CH:10][CH:9]=1.[OH2:15].C[Si]([O:26][CH:27]([CH3:29])[CH3:28])([O:26][CH:27]([CH3:29])[CH3:28])[O:26][CH:27]([CH3:29])[CH3:28], predict the reaction product. The product is: [CH3:8]/[CH:9]=[CH:10]/[CH:11]1[CH2:12][C@H:28]([OH:15])[C@H:27]([OH:26])[CH2:29]1. (2) Given the reactants Br[CH2:2][C:3]([C:5]1[C:13]2[C:8](=[CH:9][CH:10]=[C:11]([Br:14])[CH:12]=2)[N:7]([CH:15]2[CH2:20][CH2:19][CH2:18][CH2:17][O:16]2)[N:6]=1)=O.Cl.[C:22]([C:25]1[CH:30]=[CH:29][N:28]=[CH:27][CH:26]=1)(=[NH:24])[NH2:23].C(=O)([O-])[O-].[Na+].[Na+], predict the reaction product. The product is: [Br:14][C:11]1[CH:12]=[C:13]2[C:8](=[CH:9][CH:10]=1)[N:7]([CH:15]1[CH2:20][CH2:19][CH2:18][CH2:17][O:16]1)[N:6]=[C:5]2[C:3]1[NH:24][C:22]([C:25]2[CH:30]=[CH:29][N:28]=[CH:27][CH:26]=2)=[N:23][CH:2]=1.